This data is from CYP2C19 inhibition data for predicting drug metabolism from PubChem BioAssay. The task is: Regression/Classification. Given a drug SMILES string, predict its absorption, distribution, metabolism, or excretion properties. Task type varies by dataset: regression for continuous measurements (e.g., permeability, clearance, half-life) or binary classification for categorical outcomes (e.g., BBB penetration, CYP inhibition). Dataset: cyp2c19_veith. (1) The molecule is CO[C@@H]1COC(=O)C/C=C\[C@@H](C)[C@@H]2C=C[C@@H](O)[C@@H](COC(=O)C/C=C\[C@H]1C)O2. The result is 0 (non-inhibitor). (2) The drug is C[C@@H](C(=O)Nc1ccc2ccccc2c1)[C@@H]1C[C@@]1(C)[C@@H](NC(=O)OCc1ccccc1)c1ccccc1. The result is 1 (inhibitor). (3) The drug is Cc1cnc(CNc2nc(-c3ccc(N(C)C)cc3)nc3ccccc23)cn1. The result is 1 (inhibitor). (4) The compound is Nc1nc(-c2ccccc2)c(-c2ccccc2)c(-c2nc(N)nc(-c3ccccc3)c2-c2ccccc2)n1. The result is 0 (non-inhibitor). (5) The drug is COc1ccc(NC(=O)c2ccc(-c3ccc(-c4noc(C)n4)cc3C)cc2)cc1N1CCN(C)CC1. The result is 1 (inhibitor). (6) The molecule is CC(C)(C)C(=O)CP(=O)(O)O. The result is 0 (non-inhibitor).